This data is from Catalyst prediction with 721,799 reactions and 888 catalyst types from USPTO. The task is: Predict which catalyst facilitates the given reaction. Reactant: [F:1][C:2]1[CH:3]=[C:4]([C:9](=O)[C:10]([F:13])([F:12])[F:11])[CH:5]=[C:6]([F:8])[CH:7]=1.C[C:16](P(OC)(O)=O)([C:18]([O-:20])=[O:19])C.[CH3:26]N(C)C(=N)N(C)C. Product: [CH3:26][O:20][C:18](=[O:19])[CH:16]=[C:9]([C:4]1[CH:3]=[C:2]([F:1])[CH:7]=[C:6]([F:8])[CH:5]=1)[C:10]([F:13])([F:12])[F:11]. The catalyst class is: 2.